This data is from Forward reaction prediction with 1.9M reactions from USPTO patents (1976-2016). The task is: Predict the product of the given reaction. Given the reactants [CH3:1][C@H](NC([C@H]1N(C([C@@H](NC([C@@H](N)CC2C=CC(O)=CC=2)=O)CC(O)=O)=O)CCC1)=O)C(N1[C@H](C(N2[C@H](C(N3[C@H](C(N4[C@H](C(N5[C@H](C(N6[C@H](C(O)=O)CCC6)=O)CCC5)=O)CCC4)=O)CCC3)=O)CCC2)=O)CCC1)=O.C1(C)C=CC=CC=1.[CH3:83][NH:84][C:85]1[CH:90]=[CH:89][CH:88]=[CH:87][CH:86]=1.[CH2:91]([N:98]1[C:102](=[O:103])[CH2:101][S:100][C:99]1=[S:104])[C:92]1[CH:97]=[CH:96][CH:95]=[CH:94][CH:93]=1, predict the reaction product. The product is: [CH2:91]([N:98]1[C:102](=[O:103])[C:101](=[CH:83][N:84]([C:85]2[CH:90]=[CH:89][CH:88]=[CH:87][CH:86]=2)[CH3:1])[S:100][C:99]1=[S:104])[C:92]1[CH:93]=[CH:94][CH:95]=[CH:96][CH:97]=1.